Dataset: Full USPTO retrosynthesis dataset with 1.9M reactions from patents (1976-2016). Task: Predict the reactants needed to synthesize the given product. (1) Given the product [C:15]([O:19][C:20]([NH:21][C:22]1[N:23]=[C:24]([NH:1][CH:2]2[CH2:7][CH2:6][CH2:5][N:4]([C:8]([O:10][C:11]([CH3:14])([CH3:13])[CH3:12])=[O:9])[CH2:3]2)[CH:25]=[CH:26][C:27]=1[C:28](=[O:33])[C:29]([F:30])([F:31])[F:32])=[O:35])([CH3:18])([CH3:16])[CH3:17], predict the reactants needed to synthesize it. The reactants are: [NH2:1][CH:2]1[CH2:7][CH2:6][CH2:5][N:4]([C:8]([O:10][C:11]([CH3:14])([CH3:13])[CH3:12])=[O:9])[CH2:3]1.[C:15]([O:19][C:20](=[O:35])[NH:21][C:22]1[C:27]([C:28](=[O:33])[C:29]([F:32])([F:31])[F:30])=[CH:26][CH:25]=[C:24](Cl)[N:23]=1)([CH3:18])([CH3:17])[CH3:16].C(N(C(C)C)CC)(C)C. (2) Given the product [Cl:1][C:2]1[CH:7]=[CH:6][C:5]([O:8][C:10]2[C:19]3[C:14](=[C:15]([CH3:20])[CH:16]=[CH:17][CH:18]=3)[CH:13]=[C:12]([NH:21][C:22]3[CH:26]=[C:25]([CH3:27])[NH:24][N:23]=3)[N:11]=2)=[CH:4][CH:3]=1, predict the reactants needed to synthesize it. The reactants are: [Cl:1][C:2]1[CH:7]=[CH:6][C:5]([OH:8])=[CH:4][CH:3]=1.Cl[C:10]1[C:19]2[C:14](=[C:15]([CH3:20])[CH:16]=[CH:17][CH:18]=2)[CH:13]=[C:12]([NH:21][C:22]2[CH:26]=[C:25]([CH3:27])[NH:24][N:23]=2)[N:11]=1. (3) Given the product [N:1]([C:2]1[C:7]([C:8]([O:10][CH3:11])=[O:9])=[CH:6][C:5]([C:12]2[CH:17]=[CH:16][CH:15]=[C:14]([C:18]([F:19])([F:20])[F:21])[CH:13]=2)=[CH:4][C:3]=1[C:22]1[CH:27]=[CH:26][C:25]([N:28]2[CH2:33][CH2:32][CH:31]([CH3:34])[CH2:30][CH2:29]2)=[CH:24][CH:23]=1)=[N+:39]=[N-:40], predict the reactants needed to synthesize it. The reactants are: [NH2:1][C:2]1[C:7]([C:8]([O:10][CH3:11])=[O:9])=[CH:6][C:5]([C:12]2[CH:17]=[CH:16][CH:15]=[C:14]([C:18]([F:21])([F:20])[F:19])[CH:13]=2)=[CH:4][C:3]=1[C:22]1[CH:27]=[CH:26][C:25]([N:28]2[CH2:33][CH2:32][CH:31]([CH3:34])[CH2:30][CH2:29]2)=[CH:24][CH:23]=1.N([O-])=O.[Na+].[N-:39]=[N+:40]=[N-].[Na+]. (4) Given the product [CH:15]([N:4]([CH:1]([CH3:3])[CH3:2])[CH2:5][CH2:6][NH:7][C:8]([NH:18][CH2:19][C:20]1[N:28]=[C:27]2[C:23]([N:24]=[CH:25][N:26]2[C@@H:29]2[O:33][C@H:32]([C:34]([NH:36][CH2:37][CH3:38])=[O:35])[C@@H:31]([OH:39])[C@H:30]2[OH:40])=[C:22]([NH:41][CH2:42][CH:43]([C:44]2[CH:45]=[CH:46][CH:47]=[CH:48][CH:49]=2)[C:50]2[CH:55]=[CH:54][CH:53]=[CH:52][CH:51]=2)[N:21]=1)=[O:9])([CH3:17])[CH3:16], predict the reactants needed to synthesize it. The reactants are: [CH:1]([N:4]([CH:15]([CH3:17])[CH3:16])[CH2:5][CH2:6][NH:7][C:8](N1C=CN=C1)=[O:9])([CH3:3])[CH3:2].[NH2:18][CH2:19][C:20]1[N:28]=[C:27]2[C:23]([N:24]=[CH:25][N:26]2[C@@H:29]2[O:33][C@H:32]([C:34]([NH:36][CH2:37][CH3:38])=[O:35])[C@@H:31]([OH:39])[C@H:30]2[OH:40])=[C:22]([NH:41][CH2:42][CH:43]([C:50]2[CH:55]=[CH:54][CH:53]=[CH:52][CH:51]=2)[C:44]2[CH:49]=[CH:48][CH:47]=[CH:46][CH:45]=2)[N:21]=1.C(O)(C)C.C1(C)C=CC=CC=1. (5) Given the product [CH:11](=[N:10][CH2:9][CH2:8][C:4]1[CH:5]=[CH:6][CH:7]=[C:2]([Cl:1])[CH:3]=1)[C:12]1[CH:17]=[CH:16][CH:15]=[CH:14][CH:13]=1, predict the reactants needed to synthesize it. The reactants are: [Cl:1][C:2]1[CH:3]=[C:4]([CH2:8][CH2:9][NH2:10])[CH:5]=[CH:6][CH:7]=1.[CH:11](=O)[C:12]1[CH:17]=[CH:16][CH:15]=[CH:14][CH:13]=1. (6) Given the product [Cl:43][C:40]1[CH:41]=[CH:42][C:37]([O:36][CH2:35][CH2:34][CH:7]([N:8]=[C:9]([C:10]2[CH:11]=[CH:12][CH:13]=[CH:14][CH:15]=2)[C:16]2[CH:17]=[CH:18][CH:19]=[CH:20][CH:21]=2)[C:6]([O:5][C:1]([CH3:4])([CH3:2])[CH3:3])=[O:22])=[CH:38][CH:39]=1, predict the reactants needed to synthesize it. The reactants are: [C:1]([O:5][C:6](=[O:22])[CH2:7][N:8]=[C:9]([C:16]1[CH:21]=[CH:20][CH:19]=[CH:18][CH:17]=1)[C:10]1[CH:15]=[CH:14][CH:13]=[CH:12][CH:11]=1)([CH3:4])([CH3:3])[CH3:2].C[Si]([N-][Si](C)(C)C)(C)C.[Na+].Br[CH2:34][CH2:35][O:36][C:37]1[CH:42]=[CH:41][C:40]([Cl:43])=[CH:39][CH:38]=1.O.